Dataset: Forward reaction prediction with 1.9M reactions from USPTO patents (1976-2016). Task: Predict the product of the given reaction. Given the reactants [N+:1]([C:4]1[CH:9]=[CH:8][C:7](/[C:10](/[C:14]2[CH:19]=[CH:18][CH:17]=[CH:16][CH:15]=2)=[CH:11]\[CH:12]=O)=[CH:6][CH:5]=1)([O-:3])=[O:2].[C:20]1([C@H:26]([NH2:28])[CH3:27])[CH:25]=[CH:24][CH:23]=[CH:22][CH:21]=1.[BH-](OC(C)=O)(OC(C)=O)OC(C)=O.[Na+].[OH-].[Na+], predict the reaction product. The product is: [N+:1]([C:4]1[CH:9]=[CH:8][C:7](/[C:10](/[C:14]2[CH:19]=[CH:18][CH:17]=[CH:16][CH:15]=2)=[CH:11]\[CH2:12][NH:28][C@@H:26]([C:20]2[CH:25]=[CH:24][CH:23]=[CH:22][CH:21]=2)[CH3:27])=[CH:6][CH:5]=1)([O-:3])=[O:2].